Dataset: HIV replication inhibition screening data with 41,000+ compounds from the AIDS Antiviral Screen. Task: Binary Classification. Given a drug SMILES string, predict its activity (active/inactive) in a high-throughput screening assay against a specified biological target. (1) The drug is CC1=CC(=C2N=C(N(C)C)SS2)C(C)=N1.[O-][Cl+3]([O-])([O-])O. The result is 0 (inactive). (2) The molecule is COc1ccc(C(=O)Nc2sc(SC)nc2C(N)=O)cc1. The result is 0 (inactive). (3) The drug is Oc1nnc(O)c2nc(Nc3ccc(Cl)cc3)ncc12. The result is 0 (inactive).